Dataset: Reaction yield outcomes from USPTO patents with 853,638 reactions. Task: Predict the reaction yield, written as a fraction of the theoretical maximum amount of product (1.0 means a 100% yield; for example, 0.34 means a 34% yield). (1) The reactants are [Br:1][C:2]1[CH:7]=[C:6]([F:8])[CH:5]=[CH:4][C:3]=1[C@H:9]1[C:14]([C:15]([O:17][CH3:18])=[O:16])=[C:13]([CH3:19])[NH:12][C:11]([C:20]2[S:21][CH:22]=[CH:23][N:24]=2)=[N:10]1.C1C(=O)N([Br:32])C(=O)C1. The catalyst is C(Cl)(Cl)(Cl)Cl. The product is [Br:1][C:2]1[CH:7]=[C:6]([F:8])[CH:5]=[CH:4][C:3]=1[C@H:9]1[C:14]([C:15]([O:17][CH3:18])=[O:16])=[C:13]([CH2:19][Br:32])[NH:12][C:11]([C:20]2[S:21][CH:22]=[CH:23][N:24]=2)=[N:10]1. The yield is 0.680. (2) The reactants are [Br:1][C:2]1[CH:10]=[CH:9][CH:8]=[C:4](C(O)=O)[C:3]=1[C:11]([OH:13])=[O:12].I[CH3:15].[C:16](=[O:19])(O)[O-].[Na+].CN([CH:24]=[O:25])C. No catalyst specified. The product is [CH3:16][O:19][C:24](=[O:25])[C:4]1[C:3](=[C:2]([Br:1])[CH:10]=[CH:9][CH:8]=1)[C:11]([O:13][CH3:15])=[O:12]. The yield is 0.860. (3) The reactants are Br[CH:2]([CH:18]([CH3:20])[CH3:19])[C:3]([N:5]1[CH2:10][CH2:9][CH:8]([C:11]2[CH:16]=[CH:15][C:14]([Cl:17])=[CH:13][CH:12]=2)[CH2:7][CH2:6]1)=[O:4].C([O-])([O-])=O.[K+].[K+].[C:27]1([C:33]2[N:34]=[N:35][NH:36][N:37]=2)[CH:32]=[CH:31][CH:30]=[CH:29][CH:28]=1. The catalyst is CC#N. The product is [Cl:17][C:14]1[CH:15]=[CH:16][C:11]([CH:8]2[CH2:9][CH2:10][N:5]([C:3](=[O:4])[CH:2]([N:35]3[N:36]=[N:37][C:33]([C:27]4[CH:32]=[CH:31][CH:30]=[CH:29][CH:28]=4)=[N:34]3)[CH:18]([CH3:20])[CH3:19])[CH2:6][CH2:7]2)=[CH:12][CH:13]=1. The yield is 0.210.